This data is from Forward reaction prediction with 1.9M reactions from USPTO patents (1976-2016). The task is: Predict the product of the given reaction. (1) Given the reactants [C:1]([C:3]1[C:4]([N:9]2[CH2:18][CH2:17][C:12]3(OCC[O:13]3)[CH2:11][CH2:10]2)=[N:5][CH:6]=[CH:7][CH:8]=1)#[N:2].Cl, predict the reaction product. The product is: [C:1]([C:3]1[C:4]([N:9]2[CH2:18][CH2:17][C:12](=[O:13])[CH2:11][CH2:10]2)=[N:5][CH:6]=[CH:7][CH:8]=1)#[N:2]. (2) Given the reactants [Br:1][C:2]1[CH:3]=[C:4]([C@H:9]2[CH2:13][O:12][S:11](=[O:14])[N:10]2[C:15]([O:17][C:18]([CH3:21])([CH3:20])[CH3:19])=[O:16])[CH:5]=[C:6]([F:8])[CH:7]=1.[OH2:22], predict the reaction product. The product is: [Br:1][C:2]1[CH:3]=[C:4]([C@H:9]2[CH2:13][O:12][S:11](=[O:22])(=[O:14])[N:10]2[C:15]([O:17][C:18]([CH3:21])([CH3:20])[CH3:19])=[O:16])[CH:5]=[C:6]([F:8])[CH:7]=1. (3) Given the reactants [Cl:1][C:2]1[C:3]([CH3:43])=[C:4]([C:18]2[C:26]3[C:25]([O:27][C@H:28]([CH2:34][C:35]4[CH:40]=[CH:39][CH:38]=[CH:37][C:36]=4[OH:41])[C:29]([O:31][CH2:32][CH3:33])=[O:30])=[N:24][CH:23]=[N:22][C:21]=3[S:20][C:19]=2[I:42])[CH:5]=[CH:6][C:7]=1[O:8][CH2:9][CH2:10][N:11]1[CH2:16][CH2:15][N:14]([CH3:17])[CH2:13][CH2:12]1.[CH2:44]([N:48]1[C:52]([CH2:53]O)=[CH:51][CH:50]=[N:49]1)[CH2:45][CH2:46][CH3:47].C1(P(C2C=CC=CC=2)C2C=CC=CC=2)C=CC=CC=1.N(C(OC(C)(C)C)=O)=NC(OC(C)(C)C)=O, predict the reaction product. The product is: [CH2:44]([N:48]1[C:52]([CH2:53][O:41][C:36]2[CH:37]=[CH:38][CH:39]=[CH:40][C:35]=2[CH2:34][C@@H:28]([O:27][C:25]2[C:26]3[C:18]([C:4]4[CH:5]=[CH:6][C:7]([O:8][CH2:9][CH2:10][N:11]5[CH2:12][CH2:13][N:14]([CH3:17])[CH2:15][CH2:16]5)=[C:2]([Cl:1])[C:3]=4[CH3:43])=[C:19]([I:42])[S:20][C:21]=3[N:22]=[CH:23][N:24]=2)[C:29]([O:31][CH2:32][CH3:33])=[O:30])=[CH:51][CH:50]=[N:49]1)[CH2:45][CH2:46][CH3:47]. (4) Given the reactants O.[NH2:2][NH2:3].[CH3:4][N:5]([CH3:16])[C:6]1[CH:15]=[CH:14][C:9]([C:10](OC)=[O:11])=[CH:8][N:7]=1, predict the reaction product. The product is: [CH3:4][N:5]([CH3:16])[C:6]1[CH:15]=[CH:14][C:9]([C:10]([NH:2][NH2:3])=[O:11])=[CH:8][N:7]=1. (5) Given the reactants [CH3:1][O:2][C:3](=[O:12])[CH2:4][C:5]1[CH:10]=[CH:9][CH:8]=[C:7](Br)[CH:6]=1.[NH4+].[OH-].[CH3:15][N:16](C=O)C, predict the reaction product. The product is: [CH3:1][O:2][C:3](=[O:12])[CH2:4][C:5]1[CH:10]=[CH:9][CH:8]=[C:7]([C:15]#[N:16])[CH:6]=1. (6) Given the reactants Br[C:2]1[CH:7]=[CH:6][C:5]([C:8]2[N:12]([CH2:13][C@@H:14]3[CH2:18][CH2:17][N:16]([C:19]([CH:21]4[CH2:23][CH2:22]4)=[O:20])[CH2:15]3)[C:11]3[CH:24]=[CH:25][CH:26]=[CH:27][C:10]=3[N:9]=2)=[CH:4][CH:3]=1.[NH:28]1[C:36]2[C:31](=[CH:32][CH:33]=[C:34](B(O)O)[CH:35]=2)[CH:30]=[CH:29]1.C(=O)([O-])[O-].[Na+].[Na+].O, predict the reaction product. The product is: [CH:21]1([C:19]([N:16]2[CH2:17][CH2:18][C@@H:14]([CH2:13][N:12]3[C:11]4[CH:24]=[CH:25][CH:26]=[CH:27][C:10]=4[N:9]=[C:8]3[C:5]3[CH:6]=[CH:7][C:2]([C:34]4[CH:35]=[C:36]5[C:31]([CH:30]=[CH:29][NH:28]5)=[CH:32][CH:33]=4)=[CH:3][CH:4]=3)[CH2:15]2)=[O:20])[CH2:23][CH2:22]1. (7) Given the reactants O[CH2:2][CH2:3][O:4][C:5]1[C:10]([CH3:11])=[CH:9][C:8]([C:12]2[NH:21][C:20](=[O:22])[C:19]3[C:14](=[CH:15][C:16]([O:23][CH3:24])=[CH:17][CH:18]=3)[N:13]=2)=[CH:7][C:6]=1[CH3:25].C1(P(C2C=CC=CC=2)C2C=CC=CC=2)C=CC=CC=1.C(Br)(Br)(Br)[Br:46], predict the reaction product. The product is: [Br:46][CH2:2][CH2:3][O:4][C:5]1[C:10]([CH3:11])=[CH:9][C:8]([C:12]2[NH:21][C:20](=[O:22])[C:19]3[C:14](=[CH:15][C:16]([O:23][CH3:24])=[CH:17][CH:18]=3)[N:13]=2)=[CH:7][C:6]=1[CH3:25]. (8) The product is: [I:21][C:9]1[CH:11]=[CH:12][C:13]([O:15][C:16]([F:19])([F:18])[F:17])=[CH:14][C:8]=1[N+:5]([O-:7])=[O:6]. Given the reactants N([O-])=O.[Na+].[N+:5]([C:8]1[CH:14]=[C:13]([O:15][C:16]([F:19])([F:18])[F:17])[CH:12]=[CH:11][C:9]=1N)([O-:7])=[O:6].Cl.[I-:21].[K+], predict the reaction product.